This data is from Peptide-MHC class I binding affinity with 185,985 pairs from IEDB/IMGT. The task is: Regression. Given a peptide amino acid sequence and an MHC pseudo amino acid sequence, predict their binding affinity value. This is MHC class I binding data. The peptide sequence is IRSCWRYRK. The MHC is HLA-B07:02 with pseudo-sequence HLA-B07:02. The binding affinity (normalized) is 0.0847.